This data is from Full USPTO retrosynthesis dataset with 1.9M reactions from patents (1976-2016). The task is: Predict the reactants needed to synthesize the given product. (1) Given the product [CH3:15][O:14][N:13]=[C:11]1[CH2:10][C@@H:9]([C:16]2[O:18][N:46]=[C:44]([CH2:43][S:40]([CH2:39][C:35]3[O:34][CH:38]=[CH:37][CH:36]=3)(=[O:42])=[O:41])[N:45]=2)[N:8]([C:6]([C:31]2[CH:30]=[CH:29][C:28]([C:19]3[CH:20]=[CH:21][CH:22]=[CH:23][CH:24]=3)=[CH:33][CH:32]=2)=[O:7])[CH2:12]1, predict the reactants needed to synthesize it. The reactants are: C(O[C:6]([N:8]1[CH2:12][C:11](=[N:13][O:14][CH3:15])[CH2:10][C@H:9]1[C:16]([OH:18])=O)=[O:7])(C)(C)C.[C:19]1([C:28]2[CH:33]=[CH:32][CH:31]=[CH:30][CH:29]=2)[CH:24]=[CH:23][C:22](C(Cl)=O)=[CH:21][CH:20]=1.[O:34]1[CH:38]=[CH:37][CH:36]=[C:35]1[CH2:39][S:40]([CH2:43][C:44](=[N:46]O)[NH2:45])(=[O:42])=[O:41]. (2) Given the product [NH2:1][C:2]1[N:7]=[CH:6][C:5]([C:8]2[N:13]=[CH:12][C:11]([C:19]3[CH:24]=[CH:23][CH:22]=[CH:21][C:20]=3[S:25]([NH:28][CH2:29][C@H:30]([OH:32])[CH3:31])(=[O:27])=[O:26])=[CH:10][C:9]=2[F:17])=[CH:4][N:3]=1, predict the reactants needed to synthesize it. The reactants are: [NH2:1][C:2]1[N:7]=[CH:6][C:5]([C:8]2[N:13]=[CH:12][C:11](B(O)O)=[CH:10][C:9]=2[F:17])=[CH:4][N:3]=1.Br[C:19]1[CH:24]=[CH:23][CH:22]=[CH:21][C:20]=1[S:25]([NH:28][CH2:29][C@H:30]([OH:32])[CH3:31])(=[O:27])=[O:26]. (3) Given the product [S:48]1[C:49]2[CH:55]=[CH:54][CH:53]=[CH:52][C:50]=2[N:51]=[C:47]1[NH:46][C:35](=[O:37])[C@@H:34]([C:38]1[CH:43]=[CH:42][C:41]([Cl:44])=[C:40]([Cl:45])[CH:39]=1)[CH2:33][CH:28]1[CH2:29][CH2:30][CH2:31][CH2:32]1, predict the reactants needed to synthesize it. The reactants are: C1(P(C2C=CC=CC=2)C2C=CC=CC=2)C=CC=CC=1.BrN1C(=O)CCC1=O.[CH:28]1([CH2:33][C@H:34]([C:38]2[CH:43]=[CH:42][C:41]([Cl:44])=[C:40]([Cl:45])[CH:39]=2)[C:35]([OH:37])=O)[CH2:32][CH2:31][CH2:30][CH2:29]1.[NH2:46][C:47]1[S:48][C:49]2[CH:55]=[CH:54][CH:53]=[CH:52][C:50]=2[N:51]=1.N1C=CC=CC=1.